Dataset: Full USPTO retrosynthesis dataset with 1.9M reactions from patents (1976-2016). Task: Predict the reactants needed to synthesize the given product. (1) The reactants are: [Br:1][C:2]1[CH:3]=[CH:4][C:5]([C:8](=[O:18])[CH2:9]NC(=O)OC(C)(C)C)=[N:6][CH:7]=1.Cl.O1CCOCC1.CO. Given the product [Br:1][C:2]1[CH:3]=[CH:4][C:5]([C:8](=[O:18])[CH3:9])=[N:6][CH:7]=1, predict the reactants needed to synthesize it. (2) Given the product [Br:4][C:5]1[CH:6]=[CH:7][C:8]([Cl:17])=[C:9]([C:10](=[O:11])[CH3:1])[CH:16]=1, predict the reactants needed to synthesize it. The reactants are: [CH3:1][Mg+].[Br-].[Br:4][C:5]1[CH:6]=[CH:7][C:8]([Cl:17])=[C:9]([CH:16]=1)[C:10](N(OC)C)=[O:11].O. (3) Given the product [F:1][C:2]1[CH:3]=[C:4]([C:8]2[CH:9]=[CH:10][C:11](/[CH:14]=[CH:15]/[CH:16]3[C:21]4[C:20](=[O:26])[C:19]([CH3:27])([CH3:18])[CH2:24][CH2:23][C:22]=4[NH:28][C:29]4[NH:33][N:32]=[CH:31][C:30]3=4)=[N:12][CH:13]=2)[CH:5]=[CH:6][CH:7]=1.[CH2:35]1[CH:36]([CH2:37][C:38]([NH2:40])=[O:39])[CH2:34]1, predict the reactants needed to synthesize it. The reactants are: [F:1][C:2]1[CH:3]=[C:4]([C:8]2[CH:9]=[CH:10][C:11](/[CH:14]=[CH:15]/[CH:16]=O)=[N:12][CH:13]=2)[CH:5]=[CH:6][CH:7]=1.[CH3:18][C:19]1([CH3:27])[CH2:24][CH2:23][C:22](=O)[CH2:21][C:20]1=[O:26].[NH2:28][C:29]1[NH:33][N:32]=[CH:31][CH:30]=1.[CH2:34]1[CH:36]([CH2:37][C:38]([NH2:40])=[O:39])[CH2:35]1. (4) Given the product [C:28]([NH:1][C@@H:2]1[CH2:6][CH2:5][C@H:4]([C:7]2[CH:15]=[CH:14][C:13]([C:16]([NH2:18])=[O:17])=[C:12]3[C:8]=2[CH:9]=[CH:10][NH:11]3)[CH2:3]1)(=[O:31])[CH:29]=[CH2:30], predict the reactants needed to synthesize it. The reactants are: [NH2:1][C@@H:2]1[CH2:6][CH2:5][C@H:4]([C:7]2[CH:15]=[CH:14][C:13]([C:16]([NH2:18])=[O:17])=[C:12]3[C:8]=2[CH:9]=[CH:10][NH:11]3)[CH2:3]1.CCN(C(C)C)C(C)C.[C:28](Cl)(=[O:31])[CH:29]=[CH2:30]. (5) Given the product [CH3:34][C:10]1([CH2:9][OH:8])[S:16][CH2:15][CH2:14][N:13]2[C:17]([C:20]3([C:23]4[CH:24]=[CH:25][C:26]([C:29]5[O:30][CH:31]=[CH:32][N:33]=5)=[CH:27][CH:28]=4)[CH2:22][CH2:21]3)=[N:18][N:19]=[C:12]2[CH2:11]1, predict the reactants needed to synthesize it. The reactants are: [Si]([O:8][CH2:9][C:10]1([CH3:34])[S:16][CH2:15][CH2:14][N:13]2[C:17]([C:20]3([C:23]4[CH:28]=[CH:27][C:26]([C:29]5[O:30][CH:31]=[CH:32][N:33]=5)=[CH:25][CH:24]=4)[CH2:22][CH2:21]3)=[N:18][N:19]=[C:12]2[CH2:11]1)(C(C)(C)C)(C)C.Cl. (6) Given the product [N+:1]([C:4]1[CH:5]=[CH:6][C:7]([O:26][CH2:27][CH3:28])=[C:8]([C:10]2[O:11][C:12]3[CH:18]=[CH:17][C:16]([C:19]4[CH:24]=[CH:23][CH:22]=[CH:21][CH:20]=4)=[CH:15][C:13]=3[N:14]=2)[CH:9]=1)([O-:3])=[O:2], predict the reactants needed to synthesize it. The reactants are: [N+:1]([C:4]1[CH:5]=[CH:6][C:7](F)=[C:8]([C:10]2[O:11][C:12]3[CH:18]=[CH:17][C:16]([C:19]4[CH:24]=[CH:23][CH:22]=[CH:21][CH:20]=4)=[CH:15][C:13]=3[N:14]=2)[CH:9]=1)([O-:3])=[O:2].[O-:26][CH2:27][CH3:28].[Na+]. (7) The reactants are: [NH2:1][CH:2]1[CH2:7][CH2:6][N:5]([CH2:8][C:9]2[CH:14]=[CH:13][CH:12]=[CH:11][CH:10]=2)[CH2:4][CH2:3]1.Br[C:16]1[CH:25]=[CH:24][C:23]2[C:18](=[CH:19][CH:20]=[C:21]([O:26][CH3:27])[CH:22]=2)[CH:17]=1.CC(C)([O-])C.[Na+].C1(P(C2C=CC=CC=2)C2C3OC4C(=CC=CC=4P(C4C=CC=CC=4)C4C=CC=CC=4)C(C)(C)C=3C=CC=2)C=CC=CC=1. Given the product [CH2:8]([N:5]1[CH2:6][CH2:7][CH:2]([NH:1][C:16]2[CH:25]=[CH:24][C:23]3[C:18](=[CH:19][CH:20]=[C:21]([O:26][CH3:27])[CH:22]=3)[CH:17]=2)[CH2:3][CH2:4]1)[C:9]1[CH:14]=[CH:13][CH:12]=[CH:11][CH:10]=1, predict the reactants needed to synthesize it. (8) Given the product [Cl:1][C:2]1[CH:7]=[CH:6][C:5]([S:8]([N:11]2[CH2:16][CH2:15][NH:14][C:13](=[O:17])[C@H:12]2[CH2:18][C:19]([NH:21][C@H:22]2[C:31]3[C:26](=[CH:27][C:28]([CH2:32][CH2:33][N:35]4[CH2:40][CH2:39][CH2:38][CH2:37][CH2:36]4)=[CH:29][CH:30]=3)[CH2:25][CH2:24][CH2:23]2)=[O:20])(=[O:10])=[O:9])=[CH:4][CH:3]=1, predict the reactants needed to synthesize it. The reactants are: [Cl:1][C:2]1[CH:7]=[CH:6][C:5]([S:8]([N:11]2[CH2:16][CH2:15][NH:14][C:13](=[O:17])[C@H:12]2[CH2:18][C:19]([NH:21][C@H:22]2[C:31]3[C:26](=[CH:27][C:28]([CH2:32][CH:33]=O)=[CH:29][CH:30]=3)[CH2:25][CH2:24][CH2:23]2)=[O:20])(=[O:10])=[O:9])=[CH:4][CH:3]=1.[NH:35]1[CH2:40][CH2:39][CH2:38][CH2:37][CH2:36]1.C(O[BH-](OC(=O)C)OC(=O)C)(=O)C.[Na+]. (9) The reactants are: [CH2:1]([O:3][C:4]([C:6]1[CH:10]=[CH:9][NH:8][C:7]=1[CH3:11])=[O:5])[CH3:2].I[C:13]1[CH:18]=[CH:17][CH:16]=[CH:15][CH:14]=1.CNCCNC.P([O-])([O-])([O-])=O.[K+].[K+].[K+]. Given the product [CH2:1]([O:3][C:4]([C:6]1[CH:10]=[CH:9][N:8]([C:13]2[CH:18]=[CH:17][CH:16]=[CH:15][CH:14]=2)[C:7]=1[CH3:11])=[O:5])[CH3:2], predict the reactants needed to synthesize it.